Task: Predict the reactants needed to synthesize the given product.. Dataset: Full USPTO retrosynthesis dataset with 1.9M reactions from patents (1976-2016) Given the product [Zn:5].[NH2:6][C@H:7]([C:13]([OH:15])=[O:14])[CH2:8][CH2:9][C:10]([OH:12])=[O:11], predict the reactants needed to synthesize it. The reactants are: C(=O)([O-])[O-].[Zn+2:5].[NH2:6][C@H:7]([C:13]([OH:15])=[O:14])[CH2:8][CH2:9][C:10]([OH:12])=[O:11].